This data is from Reaction yield outcomes from USPTO patents with 853,638 reactions. The task is: Predict the reaction yield, written as a fraction of the theoretical maximum amount of product (1.0 means a 100% yield; for example, 0.34 means a 34% yield). (1) The reactants are [Cl:1][C:2]1[CH:7]=[CH:6][C:5]([O:8][CH3:9])=[C:4](I)[CH:3]=1.[Cl:11][C:12]1[CH:13]=[C:14](B(O)O)[CH:15]=[CH:16][CH:17]=1.O1CCOCC1.C([O-])([O-])=O.[Na+].[Na+]. The catalyst is C1(C)C=CC=CC=1.C1C=CC(P(C2C=CC=CC=2)C2C=CC=CC=2)=CC=1.C1C=CC(P(C2C=CC=CC=2)C2C=CC=CC=2)=CC=1.C1C=CC(P(C2C=CC=CC=2)C2C=CC=CC=2)=CC=1.C1C=CC(P(C2C=CC=CC=2)C2C=CC=CC=2)=CC=1.[Pd]. The product is [CH3:9][O:8][C:5]1[C:4]([C:16]2[CH:15]=[CH:14][CH:13]=[C:12]([Cl:11])[CH:17]=2)=[CH:3][C:2]([Cl:1])=[CH:7][CH:6]=1. The yield is 1.00. (2) The reactants are CS(C)=O.C(Cl)(=O)C(Cl)=O.[OH:11][CH2:12][CH:13]1[CH2:18][N:17]([C:19]([O:21][C:22]([CH3:25])([CH3:24])[CH3:23])=[O:20])[CH2:16][CH2:15][N:14]1[C:26]([O:28][C:29]([CH3:32])([CH3:31])[CH3:30])=[O:27].C(N(CC)CC)C. The catalyst is C(Cl)Cl.O. The product is [CH:12]([CH:13]1[CH2:18][N:17]([C:19]([O:21][C:22]([CH3:25])([CH3:23])[CH3:24])=[O:20])[CH2:16][CH2:15][N:14]1[C:26]([O:28][C:29]([CH3:32])([CH3:31])[CH3:30])=[O:27])=[O:11]. The yield is 0.800.